From a dataset of Forward reaction prediction with 1.9M reactions from USPTO patents (1976-2016). Predict the product of the given reaction. Given the reactants [CH:1]1[C:9]2[C:8]3[CH:10]=[CH:11][CH:12]=[CH:13][C:7]=3[S:6][C:5]=2[C:4]([C:14]2[CH:19]=[C:18]([C:20]3[C:25]4[S:26][C:27]5[CH:32]=[CH:31][CH:30]=[CH:29][C:28]=5[C:24]=4[CH:23]=[CH:22][CH:21]=3)[CH:17]=[C:16]([C:33]3[C:38]4[S:39][C:40]5[CH:45]=[CH:44][CH:43]=[CH:42][C:41]=5[C:37]=4[CH:36]=[CH:35][CH:34]=3)[C:15]=2[OH:46])=[CH:3][CH:2]=1.[CH2:47]1C[O:50][CH2:49][CH2:48]1.C(N(CC)CC)C.C(Cl)(=O)C=C, predict the reaction product. The product is: [C:49]([O:46][C:15]1[C:14]([C:4]2[C:5]3[S:6][C:7]4[CH:13]=[CH:12][CH:11]=[CH:10][C:8]=4[C:9]=3[CH:1]=[CH:2][CH:3]=2)=[CH:19][C:18]([C:20]2[C:25]3[S:26][C:27]4[CH:32]=[CH:31][CH:30]=[CH:29][C:28]=4[C:24]=3[CH:23]=[CH:22][CH:21]=2)=[CH:17][C:16]=1[C:33]1[C:38]2[S:39][C:40]3[CH:45]=[CH:44][CH:43]=[CH:42][C:41]=3[C:37]=2[CH:36]=[CH:35][CH:34]=1)(=[O:50])[CH:48]=[CH2:47].